This data is from Peptide-MHC class II binding affinity with 134,281 pairs from IEDB. The task is: Regression. Given a peptide amino acid sequence and an MHC pseudo amino acid sequence, predict their binding affinity value. This is MHC class II binding data. (1) The peptide sequence is GGLQIVDKIDAAFKI. The MHC is DRB4_0101 with pseudo-sequence DRB4_0103. The binding affinity (normalized) is 0.604. (2) The peptide sequence is EKKYFNATQFEPLAA. The MHC is HLA-DPA10201-DPB10501 with pseudo-sequence HLA-DPA10201-DPB10501. The binding affinity (normalized) is 0.719. (3) The peptide sequence is KFTYLINYIQDEINT. The MHC is DRB3_0202 with pseudo-sequence DRB3_0202. The binding affinity (normalized) is 0.720. (4) The MHC is DRB1_0401 with pseudo-sequence DRB1_0401. The binding affinity (normalized) is 0.411. The peptide sequence is AFKVAATAANFAPAN. (5) The peptide sequence is GELQIVWKIDAAFKI. The MHC is DRB1_0101 with pseudo-sequence DRB1_0101. The binding affinity (normalized) is 0.637.